Predict which catalyst facilitates the given reaction. From a dataset of Catalyst prediction with 721,799 reactions and 888 catalyst types from USPTO. Reactant: [F:1][C:2]1[C:3]([NH:18][C@@H:19]2[CH2:24][CH2:23][CH2:22][N:21]([C:25](=[O:28])[CH:26]=[CH2:27])[CH2:20]2)=[N:4][C:5]([NH:8][C:9]2[CH:10]=[C:11]3[C:15](=[CH:16][CH:17]=2)[CH2:14][NH:13][CH2:12]3)=[N:6][CH:7]=1.[F:29][CH2:30][CH2:31]I. Product: [F:1][C:2]1[C:3]([NH:18][C@@H:19]2[CH2:24][CH2:23][CH2:22][N:21]([C:25](=[O:28])[CH:26]=[CH2:27])[CH2:20]2)=[N:4][C:5]([NH:8][C:9]2[CH:10]=[C:11]3[C:15](=[CH:16][CH:17]=2)[CH2:14][N:13]([CH2:31][CH2:30][F:29])[CH2:12]3)=[N:6][CH:7]=1. The catalyst class is: 23.